From a dataset of Catalyst prediction with 721,799 reactions and 888 catalyst types from USPTO. Predict which catalyst facilitates the given reaction. (1) Reactant: Br[C:2]1[S:3][CH:4]=[C:5]([C:7]2[CH:12]=[CH:11][C:10]([NH:13][S:14]([C:17]([F:20])([F:19])[F:18])(=[O:16])=[O:15])=[CH:9][C:8]=2[Cl:21])[N:6]=1.Br[CH2:23][C:24]1[CH:29]=[CH:28][CH:27]=[CH:26][C:25]=1B(O)O.C(=O)([O-])[O-:34].[Na+].[Na+].CN(C)C=O. Product: [Cl:21][C:8]1[CH:9]=[C:10]([NH:13][S:14]([C:17]([F:20])([F:19])[F:18])(=[O:16])=[O:15])[CH:11]=[CH:12][C:7]=1[C:5]1[N:6]=[C:2]([C:25]2[CH:26]=[CH:27][CH:28]=[CH:29][C:24]=2[CH2:23][OH:34])[S:3][CH:4]=1. The catalyst class is: 103. (2) The catalyst class is: 11. Product: [C:1]([O:5][C:6]([NH:8][C:9]1[CH:28]=[N:27][CH:26]=[CH:25][C:10]=1[C:11]1[O:12][C:15]2[CH:16]=[CH:17][C:18]([C:20]([F:21])([F:23])[F:22])=[CH:19][C:14]=2[N:13]=1)=[O:7])([CH3:3])([CH3:2])[CH3:4]. Reactant: [C:1]([O:5][C:6]([NH:8][C:9]1[CH:28]=[N:27][CH:26]=[CH:25][C:10]=1[C:11]([NH:13][C:14]1[CH:19]=[C:18]([C:20]([F:23])([F:22])[F:21])[CH:17]=[CH:16][C:15]=1O)=[O:12])=[O:7])([CH3:4])([CH3:3])[CH3:2].O1CCCC1.C1(P(C2C=CC=CC=2)C2C=CC=CC=2)C=CC=CC=1.N(C(OCC)=O)=NC(OCC)=O.